Dataset: Catalyst prediction with 721,799 reactions and 888 catalyst types from USPTO. Task: Predict which catalyst facilitates the given reaction. (1) Reactant: C(OC([NH:8][C:9]1[CH:14]=[CH:13][C:12]([CH:15]([CH2:21][CH2:22][CH3:23])[C:16]([O:18][CH2:19][CH3:20])=[O:17])=[CH:11][C:10]=1[C:24](=O)[C:25]([N:27]1[CH2:35][C:34]2[C:29](=[CH:30][CH:31]=[CH:32][CH:33]=2)[CH2:28]1)=[O:26])=O)(C)(C)C.[F-].[Cs+].C[Si]([N:43]=[C:44]=[N:45][Si](C)(C)C)(C)C.Cl.C(=O)(O)[O-]. Product: [NH2:43][C:44]1[N:45]=[C:24]([C:25]([N:27]2[CH2:28][C:29]3[C:34](=[CH:33][CH:32]=[CH:31][CH:30]=3)[CH2:35]2)=[O:26])[C:10]2[C:9](=[CH:14][CH:13]=[C:12]([CH:15]([CH2:21][CH2:22][CH3:23])[C:16]([O:18][CH2:19][CH3:20])=[O:17])[CH:11]=2)[N:8]=1. The catalyst class is: 10. (2) Reactant: [CH2:1]([O:8][C:9]1[CH:10]=[C:11]([CH:14]=[CH:15][C:16]=1[O:17][CH2:18][CH3:19])[CH:12]=O)[C:2]1[CH:7]=[CH:6][CH:5]=[CH:4][CH:3]=1.C([O-])(=O)C.[NH4+].[N+:25]([CH3:28])([O-:27])=[O:26]. Product: [CH2:1]([O:8][C:9]1[CH:10]=[C:11](/[CH:12]=[CH:28]/[N+:25]([O-:27])=[O:26])[CH:14]=[CH:15][C:16]=1[O:17][CH2:18][CH3:19])[C:2]1[CH:7]=[CH:6][CH:5]=[CH:4][CH:3]=1. The catalyst class is: 15.